Dataset: Forward reaction prediction with 1.9M reactions from USPTO patents (1976-2016). Task: Predict the product of the given reaction. (1) Given the reactants Br[C:2]1[CH:3]=[C:4]([CH:12]=[CH:13][CH:14]=1)[O:5][CH2:6][C:7]([O:9][CH2:10][CH3:11])=[O:8].[OH:15][CH2:16][C:17]1[CH:18]=[C:19](B(O)O)[CH:20]=[CH:21][CH:22]=1.C([O-])([O-])=O.[Na+].[Na+], predict the reaction product. The product is: [OH:15][CH2:16][C:17]1[CH:22]=[C:21]([C:2]2[CH:14]=[CH:13][CH:12]=[C:4]([O:5][CH2:6][C:7]([O:9][CH2:10][CH3:11])=[O:8])[CH:3]=2)[CH:20]=[CH:19][CH:18]=1. (2) Given the reactants Br[C:2]1[CH:3]=[C:4]2[C:9](=[CH:10][CH:11]=1)[N:8]=[CH:7][CH:6]=[C:5]2[NH:12][C:13]([NH:15][C:16]1[CH:21]=[CH:20][CH:19]=[C:18]([C:22]([F:25])([F:24])[F:23])[N:17]=1)=[O:14].CC1(C)C(C)(C)OB([C:34]2[CH2:39][CH2:38][N:37]([C:40]([O:42][C:43]([CH3:46])([CH3:45])[CH3:44])=[O:41])[CH2:36][CH:35]=2)O1.C(=O)([O-])[O-].[Na+].[Na+], predict the reaction product. The product is: [F:23][C:22]([F:25])([F:24])[C:18]1[N:17]=[C:16]([NH:15][C:13](=[O:14])[NH:12][C:5]2[C:4]3[C:9](=[CH:10][CH:11]=[C:2]([C:34]4[CH2:39][CH2:38][N:37]([C:40]([O:42][C:43]([CH3:46])([CH3:45])[CH3:44])=[O:41])[CH2:36][CH:35]=4)[CH:3]=3)[N:8]=[CH:7][CH:6]=2)[CH:21]=[CH:20][CH:19]=1. (3) The product is: [CH:14]12[O:9][CH:15]1[CH2:16][N:12]([C:17]([O:19][C:20]([CH3:23])([CH3:22])[CH3:21])=[O:18])[CH2:13]2. Given the reactants C1C=C(Cl)C=C(C(OO)=[O:9])C=1.[N:12]1([C:17]([O:19][C:20]([CH3:23])([CH3:22])[CH3:21])=[O:18])[CH2:16][CH:15]=[CH:14][CH2:13]1, predict the reaction product.